Dataset: NCI-60 drug combinations with 297,098 pairs across 59 cell lines. Task: Regression. Given two drug SMILES strings and cell line genomic features, predict the synergy score measuring deviation from expected non-interaction effect. Drug 1: CNC(=O)C1=CC=CC=C1SC2=CC3=C(C=C2)C(=NN3)C=CC4=CC=CC=N4. Drug 2: C1=CC(=C2C(=C1NCCNCCO)C(=O)C3=C(C=CC(=C3C2=O)O)O)NCCNCCO. Cell line: PC-3. Synergy scores: CSS=21.6, Synergy_ZIP=5.47, Synergy_Bliss=7.28, Synergy_Loewe=-4.89, Synergy_HSA=5.38.